Dataset: Peptide-MHC class II binding affinity with 134,281 pairs from IEDB. Task: Regression. Given a peptide amino acid sequence and an MHC pseudo amino acid sequence, predict their binding affinity value. This is MHC class II binding data. The peptide sequence is MSNPLTSPISCSYSL. The MHC is DRB1_0301 with pseudo-sequence DRB1_0301. The binding affinity (normalized) is 0.393.